This data is from Peptide-MHC class I binding affinity with 185,985 pairs from IEDB/IMGT. The task is: Regression. Given a peptide amino acid sequence and an MHC pseudo amino acid sequence, predict their binding affinity value. This is MHC class I binding data. (1) The peptide sequence is ILFDRLPIA. The MHC is HLA-B15:17 with pseudo-sequence HLA-B15:17. The binding affinity (normalized) is 0.0847. (2) The peptide sequence is IIYYQLAGY. The MHC is HLA-B08:02 with pseudo-sequence HLA-B08:02. The binding affinity (normalized) is 0.0847. (3) The MHC is H-2-Db with pseudo-sequence H-2-Db. The peptide sequence is TASLFLHLV. The binding affinity (normalized) is 0. (4) The peptide sequence is QYSGFVRTL. The MHC is HLA-A68:02 with pseudo-sequence HLA-A68:02. The binding affinity (normalized) is 0.412. (5) The peptide sequence is SEVKFKYVL. The MHC is HLA-B08:02 with pseudo-sequence HLA-B08:02. The binding affinity (normalized) is 0.0847. (6) The peptide sequence is KTDIVNTTY. The MHC is HLA-C08:02 with pseudo-sequence YYAGYREKYRQTDVSNLYLRYNFYTWAERAYTWY. The binding affinity (normalized) is 0.0847. (7) The peptide sequence is AVFDRKSDAK. The MHC is HLA-B08:01 with pseudo-sequence HLA-B08:01. The binding affinity (normalized) is 0. (8) The peptide sequence is FPRCRYVHK. The MHC is HLA-A25:01 with pseudo-sequence HLA-A25:01. The binding affinity (normalized) is 0.0847. (9) The peptide sequence is LPEVISTIA. The binding affinity (normalized) is 0.246. The MHC is HLA-B53:01 with pseudo-sequence HLA-B53:01. (10) The peptide sequence is ALMTLDDLA. The MHC is HLA-A68:02 with pseudo-sequence HLA-A68:02. The binding affinity (normalized) is 0.0312.